Dataset: Full USPTO retrosynthesis dataset with 1.9M reactions from patents (1976-2016). Task: Predict the reactants needed to synthesize the given product. Given the product [ClH:31].[Cl:31][C:26]1[CH:25]=[C:24]([N:13]([C:14]2[CH:19]=[CH:18][C:17]([S:20]([CH3:23])(=[O:22])=[O:21])=[CH:16][CH:15]=2)[C@H:10]2[CH2:11][CH2:12][NH:8][CH2:9]2)[CH:29]=[CH:28][C:27]=1[F:30], predict the reactants needed to synthesize it. The reactants are: C(OC([N:8]1[CH2:12][CH2:11][C@H:10]([N:13]([C:24]2[CH:29]=[CH:28][C:27]([F:30])=[C:26]([Cl:31])[CH:25]=2)[C:14]2[CH:19]=[CH:18][C:17]([S:20]([CH3:23])(=[O:22])=[O:21])=[CH:16][CH:15]=2)[CH2:9]1)=O)(C)(C)C.Cl.C(OCC)(=O)C.